This data is from Reaction yield outcomes from USPTO patents with 853,638 reactions. The task is: Predict the reaction yield, written as a fraction of the theoretical maximum amount of product (1.0 means a 100% yield; for example, 0.34 means a 34% yield). (1) The reactants are Br[C:2]1[CH:10]=[CH:9][C:5]([CH2:6][CH2:7][OH:8])=[CH:4][CH:3]=1.[CH3:11][Si](N[Si](C)(C)C)(C)C.[C:20](#N)[CH3:21].Cl.[CH2:24]([O:26][C:27](=[O:29])C)C. The catalyst is [Cl-].[NH4+].O.ClCCl. The product is [CH3:24][O:26][C:27](=[O:29])[C:20]([C:2]1[CH:10]=[CH:9][C:5]([CH2:6][CH2:7][OH:8])=[CH:4][CH:3]=1)([CH3:21])[CH3:11]. The yield is 0.880. (2) The reactants are [CH3:1][O:2][C:3](=[O:31])[C:4]1[CH:9]=[C:8]([C:10]2[CH2:14][CH2:13][CH2:12][C:11]=2[C:15]2[CH:20]=[C:19]([Cl:21])[CH:18]=[CH:17][C:16]=2[O:22][CH2:23][C:24]2[CH:29]=[CH:28][CH:27]=[CH:26][CH:25]=2)[CH:7]=[CH:6][C:5]=1[NH2:30].[C:32](Cl)(=[O:35])[CH2:33][CH3:34].C(N(CC)CC)C. The catalyst is ClCCl.CCOC(C)=O. The product is [CH3:1][O:2][C:3](=[O:31])[C:4]1[CH:9]=[C:8]([C:10]2[CH2:14][CH2:13][CH2:12][C:11]=2[C:15]2[CH:20]=[C:19]([Cl:21])[CH:18]=[CH:17][C:16]=2[O:22][CH2:23][C:24]2[CH:25]=[CH:26][CH:27]=[CH:28][CH:29]=2)[CH:7]=[CH:6][C:5]=1[NH:30][C:32](=[O:35])[CH2:33][CH3:34]. The yield is 0.850.